This data is from Catalyst prediction with 721,799 reactions and 888 catalyst types from USPTO. The task is: Predict which catalyst facilitates the given reaction. The catalyst class is: 438. Reactant: Cl[C:2]1[N:7]=[N:6][C:5]([O:8][CH2:9][CH2:10][OH:11])=[C:4]([N:12]2[CH2:17][CH2:16][O:15][CH2:14][CH2:13]2)[CH:3]=1.[CH3:18][C:19]1[CH:25]=[CH:24][C:22]([NH2:23])=[CH:21][C:20]=1B1OC(C)(C)C(C)(C)O1.C(Cl)Cl.C([O-])([O-])=O.[Na+].[Na+]. Product: [NH2:23][C:22]1[CH:21]=[CH:20][C:19]([CH3:18])=[C:25]([C:2]2[N:7]=[N:6][C:5]([O:8][CH2:9][CH2:10][OH:11])=[C:4]([N:12]3[CH2:17][CH2:16][O:15][CH2:14][CH2:13]3)[CH:3]=2)[CH:24]=1.